From a dataset of Reaction yield outcomes from USPTO patents with 853,638 reactions. Predict the reaction yield, written as a fraction of the theoretical maximum amount of product (1.0 means a 100% yield; for example, 0.34 means a 34% yield). (1) The reactants are [C:1]([O:5][C:6]([N:8]1[C:16]2[C:11](=[CH:12][C:13]([OH:17])=[CH:14][CH:15]=2)[CH:10]=[CH:9]1)=[O:7])([CH3:4])([CH3:3])[CH3:2].C([O-])([O-])=O.[K+].[K+].[Br:24][CH2:25][CH2:26][CH2:27][CH2:28]Br. The catalyst is CC(C)=O. The product is [C:1]([O:5][C:6]([N:8]1[C:16]2[C:11](=[CH:12][C:13]([O:17][CH2:28][CH2:27][CH2:26][CH2:25][Br:24])=[CH:14][CH:15]=2)[CH:10]=[CH:9]1)=[O:7])([CH3:4])([CH3:2])[CH3:3]. The yield is 0.650. (2) The reactants are NN.[Cl:3][C:4]1[S:8][C:7]([C:9]([NH:11][C@@H:12]([CH2:25][C:26]2[CH:31]=[CH:30][CH:29]=[C:28]([F:32])[CH:27]=2)[CH2:13][N:14]2C(=O)C3C(=CC=CC=3)C2=O)=[O:10])=[CH:6][C:5]=1[C:33]1[N:37]([CH2:38][CH3:39])[N:36]=[CH:35][C:34]=1[CH3:40]. The product is [NH2:14][CH2:13][C@@H:12]([NH:11][C:9]([C:7]1[S:8][C:4]([Cl:3])=[C:5]([C:33]2[N:37]([CH2:38][CH3:39])[N:36]=[CH:35][C:34]=2[CH3:40])[CH:6]=1)=[O:10])[CH2:25][C:26]1[CH:31]=[CH:30][CH:29]=[C:28]([F:32])[CH:27]=1. The yield is 0.530. The catalyst is CO. (3) The reactants are C([O:8][C:9]1[C:10](=[O:20])[CH:11]=[C:12]([CH:17]([F:19])[F:18])[N:13]([CH2:15][CH3:16])[CH:14]=1)C1C=CC=CC=1.[H][H]. The catalyst is CO.[Pd]. The product is [F:19][CH:17]([F:18])[C:12]1[N:13]([CH2:15][CH3:16])[CH:14]=[C:9]([OH:8])[C:10](=[O:20])[CH:11]=1. The yield is 0.640. (4) The yield is 0.710. The catalyst is O1CCCC1.S([O-])([O-])(=O)=O.[Cu+2]. The reactants are [N:1]1[CH:6]=[CH:5][CH:4]=[C:3]([N:7]=[C:8]=S)[CH:2]=1.[NH2:10][C:11]1[CH:16]=[CH:15][CH:14]=[CH:13][C:12]=1[OH:17].C(N(CC)CC)C. The product is [N:1]1[CH:6]=[CH:5][CH:4]=[C:3]([NH:7][C:8]2[O:17][C:12]3[CH:13]=[CH:14][CH:15]=[CH:16][C:11]=3[N:10]=2)[CH:2]=1. (5) The reactants are [C:1]([O:5][C:6](=[O:24])[CH2:7][N:8]([C:16]1[CH:21]=[CH:20][CH:19]=[C:18]([CH2:22][NH2:23])[N:17]=1)[C:9]([O:11][C:12]([CH3:15])([CH3:14])[CH3:13])=[O:10])([CH3:4])([CH3:3])[CH3:2].[N:25]1[CH:30]=[CH:29][CH:28]=[CH:27][C:26]=1[S:31](Cl)(=[O:33])=[O:32]. No catalyst specified. The product is [C:1]([O:5][C:6](=[O:24])[CH2:7][N:8]([C:9]([O:11][C:12]([CH3:15])([CH3:14])[CH3:13])=[O:10])[C:16]1[CH:21]=[CH:20][CH:19]=[C:18]([CH2:22][NH:23][S:31]([C:26]2[CH:27]=[CH:28][CH:29]=[CH:30][N:25]=2)(=[O:33])=[O:32])[N:17]=1)([CH3:2])([CH3:3])[CH3:4]. The yield is 0.860. (6) The reactants are C([Si](C)(C)[O:6][CH2:7][C@@H:8]1[C@@H:13]([O:14][CH2:15][C:16]2[CH:21]=[CH:20][CH:19]=[CH:18][CH:17]=2)[C@H:12]([O:22][CH2:23][C:24]2[CH:29]=[CH:28][CH:27]=[CH:26][CH:25]=2)[C@@H:11]([O:30][CH2:31][C:32]2[CH:37]=[CH:36][CH:35]=[CH:34][CH:33]=2)[C@@:10]([C:40]2[CH:45]=[CH:44][C:43]([Cl:46])=[C:42]([CH2:47][C:48]3[CH:53]=[CH:52][C:51]([O:54][CH2:55][CH3:56])=[CH:50][CH:49]=3)[CH:41]=2)([O:38][CH3:39])[O:9]1)(C)(C)C.[F-].C([N+](CCCC)(CCCC)CCCC)CCC. The catalyst is O1CCCC1. The product is [CH2:15]([O:14][C@H:13]1[C@H:12]([O:22][CH2:23][C:24]2[CH:25]=[CH:26][CH:27]=[CH:28][CH:29]=2)[C@@H:11]([O:30][CH2:31][C:32]2[CH:37]=[CH:36][CH:35]=[CH:34][CH:33]=2)[C@@:10]([C:40]2[CH:45]=[CH:44][C:43]([Cl:46])=[C:42]([CH2:47][C:48]3[CH:49]=[CH:50][C:51]([O:54][CH2:55][CH3:56])=[CH:52][CH:53]=3)[CH:41]=2)([O:38][CH3:39])[O:9][C@@H:8]1[CH2:7][OH:6])[C:16]1[CH:21]=[CH:20][CH:19]=[CH:18][CH:17]=1. The yield is 0.778. (7) The reactants are [CH2:1]([O:8][CH2:9][CH2:10][N:11]1[C:15]2=[N:16][C:17]([C:20]([O:22][CH2:23][CH3:24])=[O:21])=[CH:18][CH:19]=[C:14]2[C:13]([CH:25]2[CH2:30][CH2:29][CH2:28][CH2:27][CH2:26]2)=[CH:12]1)[C:2]1[CH:7]=[CH:6][CH:5]=[CH:4][CH:3]=1.[Br:31]N1C(=O)CCC1=O. The catalyst is C(Cl)(Cl)(Cl)Cl. The product is [CH2:1]([O:8][CH2:9][CH2:10][N:11]1[C:15]2=[N:16][C:17]([C:20]([O:22][CH2:23][CH3:24])=[O:21])=[CH:18][CH:19]=[C:14]2[C:13]([CH:25]2[CH2:26][CH2:27][CH2:28][CH2:29][CH2:30]2)=[C:12]1[Br:31])[C:2]1[CH:3]=[CH:4][CH:5]=[CH:6][CH:7]=1. The yield is 0.560.